This data is from Catalyst prediction with 721,799 reactions and 888 catalyst types from USPTO. The task is: Predict which catalyst facilitates the given reaction. (1) Reactant: Cl.[NH:2]1[CH2:7][CH2:6][CH2:5][CH:4]([C:8]2[CH:23]=[CH:22][C:11]([O:12][C:13]3[CH:21]=[CH:20][C:16]([C:17]([NH2:19])=[O:18])=[CH:15][N:14]=3)=[CH:10][CH:9]=2)[CH2:3]1.Br[CH2:25][CH2:26][CH:27]1[CH2:32][CH2:31][CH2:30][CH2:29][CH2:28]1.C(=O)([O-])[O-].[K+].[K+]. Product: [CH:27]1([CH2:26][CH2:25][N:2]2[CH2:7][CH2:6][CH2:5][CH:4]([C:8]3[CH:9]=[CH:10][C:11]([O:12][C:13]4[CH:21]=[CH:20][C:16]([C:17]([NH2:19])=[O:18])=[CH:15][N:14]=4)=[CH:22][CH:23]=3)[CH2:3]2)[CH2:32][CH2:31][CH2:30][CH2:29][CH2:28]1. The catalyst class is: 9. (2) Reactant: [O:1]1[C:5]([C:6]2[CH:14]=[CH:13][CH:12]=[CH:11][C:7]=2[C:8]([OH:10])=O)=[CH:4][N:3]=[CH:2]1.Cl.[F:16][C:17]1[CH:30]=[C:29]([F:31])[CH:28]=[CH:27][C:18]=1[CH2:19][C:20]1([OH:26])[CH2:25][CH2:24][NH:23][CH2:22][CH2:21]1.CN(C(ON1N=NC2C=CC=NC1=2)=[N+](C)C)C.F[P-](F)(F)(F)(F)F.C(N(CC)CC)C. Product: [F:16][C:17]1[CH:30]=[C:29]([F:31])[CH:28]=[CH:27][C:18]=1[CH2:19][C:20]1([OH:26])[CH2:25][CH2:24][N:23]([C:8]([C:7]2[CH:11]=[CH:12][CH:13]=[CH:14][C:6]=2[C:5]2[O:1][CH:2]=[N:3][CH:4]=2)=[O:10])[CH2:22][CH2:21]1. The catalyst class is: 18.